This data is from Forward reaction prediction with 1.9M reactions from USPTO patents (1976-2016). The task is: Predict the product of the given reaction. (1) Given the reactants [Br:1][C:2]1[CH:3]=[C:4]2[C:10](I)=[CH:9][N:8]([S:12]([C:15]3[CH:21]=[CH:20][C:18]([CH3:19])=[CH:17][CH:16]=3)(=[O:14])=[O:13])[C:5]2=[N:6][CH:7]=1.C([Mg]Br)(C)C.CN(C)[CH:29]=[O:30], predict the reaction product. The product is: [Br:1][C:2]1[CH:3]=[C:4]2[C:10]([CH:29]=[O:30])=[CH:9][N:8]([S:12]([C:15]3[CH:21]=[CH:20][C:18]([CH3:19])=[CH:17][CH:16]=3)(=[O:14])=[O:13])[C:5]2=[N:6][CH:7]=1. (2) Given the reactants [F:1][C:2]1[CH:10]=[CH:9][C:5]([C:6]([NH2:8])=[O:7])=[C:4]([C:11]([CH3:13])=C)[CH:3]=1.[CH3:14]OCCOC, predict the reaction product. The product is: [CH3:14][C:13]1[NH:8][C:6](=[O:7])[C:5]2[C:4]([CH:11]=1)=[CH:3][C:2]([F:1])=[CH:10][CH:9]=2.